Dataset: NCI-60 drug combinations with 297,098 pairs across 59 cell lines. Task: Regression. Given two drug SMILES strings and cell line genomic features, predict the synergy score measuring deviation from expected non-interaction effect. (1) Drug 1: CC12CCC3C(C1CCC2O)C(CC4=C3C=CC(=C4)O)CCCCCCCCCS(=O)CCCC(C(F)(F)F)(F)F. Cell line: COLO 205. Synergy scores: CSS=-9.17, Synergy_ZIP=6.39, Synergy_Bliss=4.96, Synergy_Loewe=-3.99, Synergy_HSA=-3.06. Drug 2: C1CN(P(=O)(OC1)NCCCl)CCCl. (2) Drug 1: CC(CN1CC(=O)NC(=O)C1)N2CC(=O)NC(=O)C2. Drug 2: CS(=O)(=O)CCNCC1=CC=C(O1)C2=CC3=C(C=C2)N=CN=C3NC4=CC(=C(C=C4)OCC5=CC(=CC=C5)F)Cl. Cell line: NCIH23. Synergy scores: CSS=12.9, Synergy_ZIP=-0.0630, Synergy_Bliss=-1.10, Synergy_Loewe=-3.10, Synergy_HSA=-2.11. (3) Drug 2: C1CNP(=O)(OC1)N(CCCl)CCCl. Synergy scores: CSS=-0.812, Synergy_ZIP=-0.386, Synergy_Bliss=-1.32, Synergy_Loewe=-3.33, Synergy_HSA=-3.27. Cell line: SR. Drug 1: CN1C2=C(C=C(C=C2)N(CCCl)CCCl)N=C1CCCC(=O)O.Cl. (4) Synergy scores: CSS=10.9, Synergy_ZIP=-1.81, Synergy_Bliss=1.77, Synergy_Loewe=-7.26, Synergy_HSA=-1.85. Cell line: A498. Drug 1: C1=CC(=CC=C1CC(C(=O)O)N)N(CCCl)CCCl.Cl. Drug 2: CN(CCCl)CCCl.Cl. (5) Drug 1: CC12CCC(CC1=CCC3C2CCC4(C3CC=C4C5=CN=CC=C5)C)O. Drug 2: CC1C(C(CC(O1)OC2CC(CC3=C2C(=C4C(=C3O)C(=O)C5=CC=CC=C5C4=O)O)(C(=O)C)O)N)O. Cell line: UACC62. Synergy scores: CSS=58.8, Synergy_ZIP=-1.69, Synergy_Bliss=0.462, Synergy_Loewe=-35.3, Synergy_HSA=1.59. (6) Cell line: LOX IMVI. Drug 2: C1=CC=C(C(=C1)C(C2=CC=C(C=C2)Cl)C(Cl)Cl)Cl. Drug 1: CC1=CC2C(CCC3(C2CCC3(C(=O)C)OC(=O)C)C)C4(C1=CC(=O)CC4)C. Synergy scores: CSS=6.63, Synergy_ZIP=-0.665, Synergy_Bliss=3.96, Synergy_Loewe=6.26, Synergy_HSA=4.99. (7) Drug 1: CCN(CC)CCNC(=O)C1=C(NC(=C1C)C=C2C3=C(C=CC(=C3)F)NC2=O)C. Drug 2: C1CC(CNC1)C2=CC=C(C=C2)N3C=C4C=CC=C(C4=N3)C(=O)N. Cell line: HT29. Synergy scores: CSS=66.5, Synergy_ZIP=15.7, Synergy_Bliss=16.7, Synergy_Loewe=11.3, Synergy_HSA=19.8.